From a dataset of Reaction yield outcomes from USPTO patents with 853,638 reactions. Predict the reaction yield, written as a fraction of the theoretical maximum amount of product (1.0 means a 100% yield; for example, 0.34 means a 34% yield). (1) The reactants are [C:1]([C@@H:3]1[CH2:8][CH2:7][CH2:6][CH2:5][C@H:4]1[NH:9][C:10](=[O:16])[O:11][C:12]([CH3:15])([CH3:14])[CH3:13])#[N:2]. The catalyst is CCO.[Ni]. The product is [NH2:2][CH2:1][C@@H:3]1[CH2:8][CH2:7][CH2:6][CH2:5][C@H:4]1[NH:9][C:10](=[O:16])[O:11][C:12]([CH3:14])([CH3:13])[CH3:15]. The yield is 0.660. (2) The reactants are Cl[C:2]1[CH:3]=[CH:4][C:5]2[C:34]3[C:10](=[C:11]4[C:31](=[CH:32][CH:33]=3)[C:15]3[N:16]=[C:17]([C@@H:19]5[CH2:23][CH2:22][CH2:21][N:20]5[C:24]([O:26][C:27]([CH3:30])([CH3:29])[CH3:28])=[O:25])[NH:18][C:14]=3[CH:13]=[CH:12]4)[O:9][CH2:8][C:6]=2[CH:7]=1.[B:35]1([B:35]2[O:39][C:38]([CH3:41])([CH3:40])[C:37]([CH3:43])([CH3:42])[O:36]2)[O:39][C:38]([CH3:41])([CH3:40])[C:37]([CH3:43])([CH3:42])[O:36]1.CC(C1C=C(C(C)C)C(C2C=CC=CC=2P(C2CCCCC2)C2CCCCC2)=C(C(C)C)C=1)C.C([O-])(=O)C.[K+]. The catalyst is O1CCOCC1.C(OCC)(=O)C.C1C=CC(/C=C/C(/C=C/C2C=CC=CC=2)=O)=CC=1.C1C=CC(/C=C/C(/C=C/C2C=CC=CC=2)=O)=CC=1.C1C=CC(/C=C/C(/C=C/C2C=CC=CC=2)=O)=CC=1.[Pd].[Pd]. The product is [CH3:42][C:37]1([CH3:43])[C:38]([CH3:41])([CH3:40])[O:39][B:35]([C:2]2[CH:3]=[CH:4][C:5]3[C:34]4[C:10](=[C:11]5[C:31](=[CH:32][CH:33]=4)[C:15]4[N:16]=[C:17]([C@@H:19]6[CH2:23][CH2:22][CH2:21][N:20]6[C:24]([O:26][C:27]([CH3:30])([CH3:29])[CH3:28])=[O:25])[NH:18][C:14]=4[CH:13]=[CH:12]5)[O:9][CH2:8][C:6]=3[CH:7]=2)[O:36]1. The yield is 0.900. (3) The reactants are Br[C:2]1[CH:3]=[C:4]([C:8]2[CH:13]=[CH:12][CH:11]=[CH:10][CH:9]=2)[CH:5]=[CH:6][CH:7]=1.[I-:14].[Na+].CNC1CCCCC1NC. The catalyst is [Cu]I.O1CCOCC1. The product is [I:14][C:2]1[CH:3]=[C:4]([C:8]2[CH:13]=[CH:12][CH:11]=[CH:10][CH:9]=2)[CH:5]=[CH:6][CH:7]=1. The yield is 0.920. (4) The reactants are [Cl:1][C:2]1[CH:7]=[CH:6][N:5]=[C:4]([N:8]2[CH2:13][CH2:12][N:11](C(OC(C)(C)C)=O)[CH2:10][CH2:9]2)[N:3]=1.[F:21][C:22]1[C:27]([F:28])=[CH:26][CH:25]=[CH:24][C:23]=1B(O)O. No catalyst specified. The product is [ClH:1].[ClH:1].[F:21][C:22]1[C:27]([F:28])=[CH:26][CH:25]=[CH:24][C:23]=1[C:2]1[CH:7]=[CH:6][N:5]=[C:4]([N:8]2[CH2:9][CH2:10][NH:11][CH2:12][CH2:13]2)[N:3]=1. The yield is 0.940. (5) The reactants are [Br:1][C:2]1[CH:3]=[CH:4][C:5]([F:32])=[C:6]([C@:8]2([CH3:31])[C@H:14]3[C@:12]([C:17]([O:19][CH3:20])=[O:18])([C:13]3([F:16])[F:15])[S:11][C:10]([NH:21]CC3C=CC(OC)=CC=3)=[N:9]2)[CH:7]=1.C1(OC)C=CC=CC=1.S(=O)(=O)(O)O.[OH-].[Na+]. The catalyst is C(O)(C(F)(F)F)=O. The product is [NH2:21][C:10]1[S:11][C@:12]2([C:17]([O:19][CH3:20])=[O:18])[C@H:14]([C@:8]([C:6]3[CH:7]=[C:2]([Br:1])[CH:3]=[CH:4][C:5]=3[F:32])([CH3:31])[N:9]=1)[C:13]2([F:16])[F:15]. The yield is 0.870.